From a dataset of Catalyst prediction with 721,799 reactions and 888 catalyst types from USPTO. Predict which catalyst facilitates the given reaction. (1) Reactant: [Br:1][C:2]1[CH:3]=[C:4]2[C:10]([CH3:11])=[N:9][NH:8][C:5]2=[N:6][CH:7]=1.[CH3:12][C:13]([O:16][C:17](O[C:17]([O:16][C:13]([CH3:15])([CH3:14])[CH3:12])=[O:18])=[O:18])([CH3:15])[CH3:14].O1CCCC1. Product: [Br:1][C:2]1[CH:3]=[C:4]2[C:10]([CH3:11])=[N:9][N:8]([C:17]([O:16][C:13]([CH3:15])([CH3:14])[CH3:12])=[O:18])[C:5]2=[N:6][CH:7]=1. The catalyst class is: 777. (2) Reactant: [Cl:1][C:2]1[N:7]=[C:6](Cl)[CH:5]=[CH:4][N:3]=1.[CH3:9][C:10]1[CH:16]=[CH:15][C:14]([CH3:17])=[CH:13][C:11]=1[NH2:12].C(N(CC)CC)C. Product: [CH3:14][CH2:13][CH2:11][CH:10]([CH3:16])[CH3:9].[Cl:1][C:2]1[N:7]=[C:6]([NH:12][C:11]2[CH:13]=[C:14]([CH3:17])[CH:15]=[CH:16][C:10]=2[CH3:9])[CH:5]=[CH:4][N:3]=1. The catalyst class is: 14. (3) Reactant: [CH2:1]([O:3][C:4](=[O:13])[C:5]1[CH:10]=[C:9]([F:11])[CH:8]=[N:7][C:6]=1Cl)[CH3:2].Cl.[F:15][C:16]1[CH:26]=[CH:25][C:19]([O:20][CH2:21][CH2:22][CH2:23][NH2:24])=[CH:18][CH:17]=1.C(N(CC)CC)C.C(O)C. Product: [F:11][C:9]1[CH:8]=[N:7][C:6]([NH:24][CH2:23][CH2:22][CH2:21][O:20][C:19]2[CH:18]=[CH:17][C:16]([F:15])=[CH:26][CH:25]=2)=[C:5]([CH:10]=1)[C:4]([O:3][CH2:1][CH3:2])=[O:13]. The catalyst class is: 6. (4) Reactant: [OH:1][C:2]1[CH:3]=[CH:4][C:5]([NH:12][S:13]([C:16]2[CH:21]=[CH:20][C:19]([CH3:22])=[CH:18][CH:17]=2)(=[O:15])=[O:14])=[C:6]([CH:11]=1)[C:7]([O:9][CH3:10])=[O:8].[CH2:23]([NH:25][C:26]1[CH:31]=[C:30](F)[CH:29]=[CH:28][C:27]=1[N+:33]([O-:35])=[O:34])[CH3:24].C(=O)([O-])[O-].[K+].[K+]. Product: [CH3:10][O:9][C:7](=[O:8])[C:6]1[CH:11]=[C:2]([O:1][C:30]2[CH:29]=[CH:28][C:27]([N+:33]([O-:35])=[O:34])=[C:26]([NH:25][CH2:23][CH3:24])[CH:31]=2)[CH:3]=[CH:4][C:5]=1[NH:12][S:13]([C:16]1[CH:21]=[CH:20][C:19]([CH3:22])=[CH:18][CH:17]=1)(=[O:15])=[O:14]. The catalyst class is: 31.